This data is from Full USPTO retrosynthesis dataset with 1.9M reactions from patents (1976-2016). The task is: Predict the reactants needed to synthesize the given product. (1) Given the product [C:2]([C:7]1[O:11][C:10]([CH2:12][N:13]2[CH:17]=[C:16]([NH:18][C:25]([C:23]3[N:24]=[C:20]([CH3:19])[O:21][C:22]=3[C:28]3[CH:33]=[CH:32][CH:31]=[CH:30][C:29]=3[CH3:34])=[O:26])[CH:15]=[N:14]2)=[CH:9][CH:8]=1)(=[O:6])[CH3:1], predict the reactants needed to synthesize it. The reactants are: [CH3:1][C:2]1([C:7]2[O:11][C:10]([CH2:12][N:13]3[CH:17]=[C:16]([NH2:18])[CH:15]=[N:14]3)=[CH:9][CH:8]=2)[O:6]CCO1.[CH3:19][C:20]1[O:21][C:22]([C:28]2[CH:33]=[CH:32][CH:31]=[CH:30][C:29]=2[CH3:34])=[C:23]([C:25](O)=[O:26])[N:24]=1. (2) Given the product [C:1]([O:5][C:6]([N:7]1[C:8]([C:12]2[CH:17]=[C:16]([Br:18])[CH:15]=[CH:14][C:13]=2[F:19])([CH3:11])[CH2:9][O:10][S:21]1(=[O:22])=[O:32])=[O:20])([CH3:2])([CH3:3])[CH3:4], predict the reactants needed to synthesize it. The reactants are: [C:1]([O:5][C:6](=[O:20])[NH:7][C:8]([C:12]1[CH:17]=[C:16]([Br:18])[CH:15]=[CH:14][C:13]=1[F:19])([CH3:11])[CH2:9][OH:10])([CH3:4])([CH3:3])[CH3:2].[S:21](Cl)(Cl)=[O:22].N1C=CC=CC=1.Cl.[OH2:32]. (3) Given the product [CH2:1]=[C:8]1[CH2:12][N:11]([C:13]([O:15][C:16]([CH3:19])([CH3:18])[CH3:17])=[O:14])[C@H:10]([C:20]([O:22][CH3:23])=[O:21])[CH2:9]1, predict the reactants needed to synthesize it. The reactants are: [CH3:1]C(C)([O-])C.[K+].O=[C:8]1[CH2:12][N:11]([C:13]([O:15][C:16]([CH3:19])([CH3:18])[CH3:17])=[O:14])[C@H:10]([C:20]([O:22][CH3:23])=[O:21])[CH2:9]1. (4) The reactants are: [C:1]([C:3]1[C:4]([N:16]2[CH2:19][CH:18]([C:20]([OH:22])=O)[CH2:17]2)=[N:5][C:6]([CH2:14][F:15])=[C:7]([C:9]([O:11][CH2:12][CH3:13])=[O:10])[CH:8]=1)#[N:2].[F:23][C:24]1[CH:29]=[CH:28][C:27]([CH2:30][S:31]([NH2:34])(=[O:33])=[O:32])=[CH:26][CH:25]=1. Given the product [C:1]([C:3]1[C:4]([N:16]2[CH2:17][CH:18]([C:20]([NH:34][S:31]([CH2:30][C:27]3[CH:28]=[CH:29][C:24]([F:23])=[CH:25][CH:26]=3)(=[O:33])=[O:32])=[O:22])[CH2:19]2)=[N:5][C:6]([CH2:14][F:15])=[C:7]([CH:8]=1)[C:9]([O:11][CH2:12][CH3:13])=[O:10])#[N:2], predict the reactants needed to synthesize it. (5) Given the product [CH2:7]([N:9]([CH2:12][CH2:13][N:14]1[C:22]2[C:17](=[CH:18][CH:19]=[C:20]([CH:23]3[CH2:28][CH2:27][N:26]([CH3:29])[CH2:25][CH2:24]3)[CH:21]=2)[CH:16]=[N:15]1)[CH2:10][CH3:11])[CH3:8], predict the reactants needed to synthesize it. The reactants are: [H-].[H-].[H-].[H-].[Li+].[Al+3].[CH2:7]([N:9]([CH2:12][CH2:13][N:14]1[C:22]2[C:17](=[CH:18][CH:19]=[C:20]([CH:23]3[CH2:28][CH2:27][N:26]([C:29](OC(C)(C)C)=O)[CH2:25][CH2:24]3)[CH:21]=2)[CH:16]=[N:15]1)[CH2:10][CH3:11])[CH3:8]. (6) Given the product [CH3:60][Si:59]([CH3:61])([CH3:62])[CH2:58][CH2:57][O:56][CH2:55][O:54][C:45]1[C:46]2[C:51](=[CH:50][CH:49]=[CH:48][CH:47]=2)[CH:52]=[CH:53][C:44]=1[CH2:43][O:1][CH:2]1[CH:7]([C:8]2[CH:9]=[CH:10][C:11]([CH2:14][O:15][C:16]([C:17]3[CH:22]=[CH:21][CH:20]=[CH:19][CH:18]=3)([C:23]3[CH:24]=[CH:25][CH:26]=[CH:27][CH:28]=3)[C:29]3[CH:30]=[CH:31][CH:32]=[CH:33][CH:34]=3)=[CH:12][CH:13]=2)[CH2:6][CH2:5][N:4]([C:35]([O:37][C:38]([CH3:41])([CH3:40])[CH3:39])=[O:36])[CH2:3]1, predict the reactants needed to synthesize it. The reactants are: [OH:1][CH:2]1[CH:7]([C:8]2[CH:13]=[CH:12][C:11]([CH2:14][O:15][C:16]([C:29]3[CH:34]=[CH:33][CH:32]=[CH:31][CH:30]=3)([C:23]3[CH:28]=[CH:27][CH:26]=[CH:25][CH:24]=3)[C:17]3[CH:22]=[CH:21][CH:20]=[CH:19][CH:18]=3)=[CH:10][CH:9]=2)[CH2:6][CH2:5][N:4]([C:35]([O:37][C:38]([CH3:41])([CH3:40])[CH3:39])=[O:36])[CH2:3]1.Cl[CH2:43][C:44]1[CH:53]=[CH:52][C:51]2[C:46](=[CH:47][CH:48]=[CH:49][CH:50]=2)[C:45]=1[O:54][CH2:55][O:56][CH2:57][CH2:58][Si:59]([CH3:62])([CH3:61])[CH3:60]. (7) Given the product [I:10][C:11]1[CH:12]=[C:13]([CH:17]=[CH:18][CH:19]=1)[C:14]([NH:52][C:51]1[CH:53]=[CH:54][C:48]([O:47][C:46]([F:45])([F:55])[F:56])=[CH:49][CH:50]=1)=[O:16], predict the reactants needed to synthesize it. The reactants are: CCN(C(C)C)C(C)C.[I:10][C:11]1[CH:12]=[C:13]([CH:17]=[CH:18][CH:19]=1)[C:14]([OH:16])=O.CN(C(ON1N=NC2C=CC(Cl)=CC1=2)=[N+](C)C)C.F[P-](F)(F)(F)(F)F.[F:45][C:46]([F:56])([F:55])[O:47][C:48]1[CH:54]=[CH:53][C:51]([NH2:52])=[CH:50][CH:49]=1.